From a dataset of Catalyst prediction with 721,799 reactions and 888 catalyst types from USPTO. Predict which catalyst facilitates the given reaction. (1) Reactant: C(O)(=O)C.O.S(=O)(=O)(O)O.[Cl:11][C:12]1[CH:37]=[CH:36][C:15]([CH2:16][O:17][C@H:18]2[C@H:22]([F:23])[CH:21]([O:24]C)[O:20][C@@H:19]2[CH2:26][O:27][CH2:28][C:29]2[CH:34]=[CH:33][C:32]([Cl:35])=[CH:31][CH:30]=2)=[CH:14][CH:13]=1. Product: [Cl:11][C:12]1[CH:13]=[CH:14][C:15]([CH2:16][O:17][C@@H:18]2[C@@H:19]([CH2:26][O:27][CH2:28][C:29]3[CH:34]=[CH:33][C:32]([Cl:35])=[CH:31][CH:30]=3)[O:20][CH:21]([OH:24])[C@H:22]2[F:23])=[CH:36][CH:37]=1. The catalyst class is: 195. (2) Reactant: [CH:1]1([S:4][C:5]2[CH:10]=[CH:9][C:8]([N+:11]([O-:13])=[O:12])=[CH:7][C:6]=2[CH:14]([NH:17][S@:18]([C:20]([CH3:23])([CH3:22])[CH3:21])=[O:19])[CH:15]=[CH2:16])[CH2:3][CH2:2]1.C[Si]([N-][Si](C)(C)C)(C)C.[Li+].[CH2:34](Br)[CH:35]=[CH2:36]. Product: [CH2:36]([N:17]([CH:14]([C:6]1[CH:7]=[C:8]([N+:11]([O-:13])=[O:12])[CH:9]=[CH:10][C:5]=1[S:4][CH:1]1[CH2:3][CH2:2]1)[CH:15]=[CH2:16])[S@:18]([C:20]([CH3:23])([CH3:22])[CH3:21])=[O:19])[CH:35]=[CH2:34]. The catalyst class is: 3. (3) Reactant: [Cl:1][C:2]1[CH:3]=[C:4]([S:9][C:10]2[N:14]([C:15]3[CH:20]=[CH:19][CH:18]=[CH:17][CH:16]=3)[N:13]=[C:12]([CH3:21])[C:11]=2[CH:22]=[O:23])[CH:5]=[C:6]([Cl:8])[CH:7]=1.[BH4-].[Na+].O. Product: [Cl:8][C:6]1[CH:5]=[C:4]([S:9][C:10]2[N:14]([C:15]3[CH:20]=[CH:19][CH:18]=[CH:17][CH:16]=3)[N:13]=[C:12]([CH3:21])[C:11]=2[CH2:22][OH:23])[CH:3]=[C:2]([Cl:1])[CH:7]=1. The catalyst class is: 5.